From a dataset of Full USPTO retrosynthesis dataset with 1.9M reactions from patents (1976-2016). Predict the reactants needed to synthesize the given product. (1) Given the product [C:1]([O:5][C:6](=[O:20])[NH:7][C:8]1[CH:13]=[C:12]([CH3:14])[C:11]([C:15]([F:18])([F:17])[F:16])=[CH:10][C:9]=1[NH:19][C:26](=[O:25])[CH2:27][C:28]([C:30]1[CH:35]=[CH:34][CH:33]=[C:32]([C:36]2[CH:37]=[N:38][C:39]([CH2:42][CH3:43])=[CH:40][CH:41]=2)[CH:31]=1)=[O:29])([CH3:4])([CH3:2])[CH3:3], predict the reactants needed to synthesize it. The reactants are: [C:1]([O:5][C:6](=[O:20])[NH:7][C:8]1[CH:13]=[C:12]([CH3:14])[C:11]([C:15]([F:18])([F:17])[F:16])=[CH:10][C:9]=1[NH2:19])([CH3:4])([CH3:3])[CH3:2].C([O:25][C:26](=O)[CH2:27][C:28]([C:30]1[CH:35]=[CH:34][CH:33]=[C:32]([C:36]2[CH:37]=[N:38][C:39]([CH2:42][CH3:43])=[CH:40][CH:41]=2)[CH:31]=1)=[O:29])(C)(C)C. (2) Given the product [N+:18]([C:21]1[CH:26]=[C:25]([S:27]([C:30]([F:33])([F:32])[F:31])(=[O:29])=[O:28])[CH:24]=[CH:23][C:22]=1[O:14][C:6]1[CH:7]=[C:8]([CH:3]=[C:4]([O:15][C:22]2[CH:23]=[CH:24][C:25]([S:27]([C:30]([F:32])([F:33])[F:31])(=[O:29])=[O:28])=[CH:26][C:21]=2[N+:18]([O-:20])=[O:19])[CH:5]=1)[C:9]([NH2:11])=[O:10])([O-:20])=[O:19], predict the reactants needed to synthesize it. The reactants are: C([C:3]1[C:8]([C:9]([NH2:11])=[O:10])=[C:7](CC)[C:6]([OH:14])=[CH:5][C:4]=1[OH:15])C.[H-].[Na+].[N+:18]([C:21]1[CH:26]=[C:25]([S:27]([C:30]([F:33])([F:32])[F:31])(=[O:29])=[O:28])[CH:24]=[CH:23][C:22]=1Cl)([O-:20])=[O:19].